This data is from Peptide-MHC class I binding affinity with 185,985 pairs from IEDB/IMGT. The task is: Regression. Given a peptide amino acid sequence and an MHC pseudo amino acid sequence, predict their binding affinity value. This is MHC class I binding data. (1) The peptide sequence is RLVDFLHWL. The MHC is HLA-A02:06 with pseudo-sequence HLA-A02:06. The binding affinity (normalized) is 0.993. (2) The peptide sequence is HLGGFVHAC. The MHC is HLA-B15:01 with pseudo-sequence HLA-B15:01. The binding affinity (normalized) is 0.0847. (3) The peptide sequence is KAAFDLSHFL. The MHC is HLA-A11:01 with pseudo-sequence HLA-A11:01. The binding affinity (normalized) is 0. (4) The peptide sequence is KIKLPTWLGA. The MHC is HLA-A02:03 with pseudo-sequence HLA-A02:03. The binding affinity (normalized) is 0.317. (5) The peptide sequence is RQFATAFEF. The MHC is Mamu-B52 with pseudo-sequence Mamu-B52. The binding affinity (normalized) is 0.749. (6) The peptide sequence is LSLDVSAAFY. The MHC is Patr-B0101 with pseudo-sequence Patr-B0101. The binding affinity (normalized) is 0.309. (7) The peptide sequence is ETYTRPEIDV. The MHC is HLA-A02:01 with pseudo-sequence HLA-A02:01. The binding affinity (normalized) is 0.238.